From a dataset of Full USPTO retrosynthesis dataset with 1.9M reactions from patents (1976-2016). Predict the reactants needed to synthesize the given product. (1) Given the product [C:25]([N:29]1[C:12]2[C:11](=[CH:16][C:15]([F:17])=[C:14]([F:18])[CH:13]=2)[C:10](=[O:20])[C:4]([C:5]([O:7][CH2:8][CH3:9])=[O:6])=[CH:3]1)([CH3:28])([CH3:27])[CH3:26], predict the reactants needed to synthesize it. The reactants are: CN(C)[CH:3]=[C:4]([C:10](=[O:20])[C:11]1[CH:16]=[C:15]([F:17])[C:14]([F:18])=[CH:13][C:12]=1F)[C:5]([O:7][CH2:8][CH3:9])=[O:6].C(O)C.[C:25]([NH2:29])([CH3:28])([CH3:27])[CH3:26].C(=O)([O-])[O-].[K+].[K+]. (2) Given the product [OH:12][C@@H:10]([CH3:11])[C@@H:9]([NH:8][C:68](=[O:69])[O:70][C:71]([CH3:72])([CH3:73])[CH3:74])[CH2:13][C:14]1[CH:15]=[CH:16][C:17]([C:20]([F:21])([F:22])[F:23])=[CH:18][CH:19]=1, predict the reactants needed to synthesize it. The reactants are: C([N:8](CC1C=CC=CC=1)[C@@H:9]([CH2:13][C:14]1[CH:19]=[CH:18][C:17]([C:20]([F:23])([F:22])[F:21])=[CH:16][CH:15]=1)[C@@H:10]([OH:12])[CH3:11])C1C=CC=CC=1.CC1C=C2N=C3C(=NC(NC3=O)=O)N(C[C@H](O)[C@H](O)[C@H](O)CO)C2=CC=1C.[H][H].[C:71]([O:70][C:68](O[C:68]([O:70][C:71]([CH3:74])([CH3:73])[CH3:72])=[O:69])=[O:69])([CH3:74])([CH3:73])[CH3:72]. (3) The reactants are: C([N:4]1[CH2:9][CH:8]([C:10]2[CH:15]=[CH:14][C:13]([Cl:16])=[C:12]([Cl:17])[CH:11]=2)[C:7]2[CH:18]=[C:19]([N:21]3[CH2:26][CH2:25][O:24][CH2:23][CH2:22]3)[S:20][C:6]=2[C:5]1=[O:27])C=C.C(O)CC. Given the product [Cl:17][C:12]1[CH:11]=[C:10]([CH:8]2[CH2:9][NH:4][C:5](=[O:27])[C:6]3[S:20][C:19]([N:21]4[CH2:22][CH2:23][O:24][CH2:25][CH2:26]4)=[CH:18][C:7]2=3)[CH:15]=[CH:14][C:13]=1[Cl:16], predict the reactants needed to synthesize it. (4) Given the product [CH3:1][N:2]([CH3:23])[C@H:3]1[CH2:8][CH2:7][C@H:6]([O:9][C:10]2[CH:11]=[C:12]3[C:17](=[CH:18][CH:19]=2)[C:16](=[O:20])[NH:15][CH:14]=[CH:13]3)[CH2:5][CH2:4]1, predict the reactants needed to synthesize it. The reactants are: [CH3:1][NH:2][C@H:3]1[CH2:8][CH2:7][C@H:6]([O:9][C:10]2[CH:11]=[C:12]3[C:17](=[CH:18][CH:19]=2)[C:16](=[O:20])[NH:15][CH:14]=[CH:13]3)[CH2:5][CH2:4]1.C=O.[C:23](O[BH-](OC(=O)C)OC(=O)C)(=O)C.[Na+]. (5) Given the product [Cl:33][C:10]1[N:9]=[C:8]([C:4]2[CH:5]=[CH:6][CH:7]=[C:2]([Cl:1])[CH:3]=2)[C:17]2[C:12](=[CH:13][CH:14]=[C:15]([C:18]([C:20]3[CH:21]=[C:22]4[C:27](=[CH:28][CH:29]=3)[N:26]=[CH:25][CH:24]=[CH:23]4)=[O:19])[CH:16]=2)[N:11]=1, predict the reactants needed to synthesize it. The reactants are: [Cl:1][C:2]1[CH:3]=[C:4]([C:8]2[C:17]3[C:12](=[CH:13][CH:14]=[C:15]([C:18]([C:20]4[CH:21]=[C:22]5[C:27](=[CH:28][CH:29]=4)[N:26]=[CH:25][CH:24]=[CH:23]5)=[O:19])[CH:16]=3)[NH:11][C:10](=O)[N:9]=2)[CH:5]=[CH:6][CH:7]=1.P(Cl)(Cl)([Cl:33])=O. (6) Given the product [Cl:35][C:14]1[N:15]=[N:16][C:11]([C:2]2[CH:3]=[CH:4][C:5]3[C:10](=[CH:9][CH:8]=[CH:7][CH:6]=3)[CH:1]=2)=[C:12]([C:18]2[CH:23]=[CH:22][N:21]=[CH:20][CH:19]=2)[CH:13]=1, predict the reactants needed to synthesize it. The reactants are: [CH:1]1[C:10]2[C:5](=[CH:6][CH:7]=[CH:8][CH:9]=2)[CH:4]=[CH:3][C:2]=1[C:11]1[C:12]([C:18]2[CH:23]=[CH:22][N:21]=[CH:20][CH:19]=2)=[CH:13][C:14](=O)[NH:15][N:16]=1.C(N(C(C)C)CC)(C)C.O=P(Cl)(Cl)[Cl:35]. (7) Given the product [C:28]([OH:35])(=[O:34])/[CH:29]=[CH:30]/[C:31]([OH:33])=[O:32].[CH3:25][C@H:24]([NH2:26])[CH2:23][N:21]1[C:22]2[C:18](=[CH:17][CH:16]=[C:15]3[O:27][C:12]([C:10]4[O:7][N:6]=[C:3]([CH3:4])[N:5]=4)=[CH:13][C:14]3=2)[CH:19]=[N:20]1, predict the reactants needed to synthesize it. The reactants are: [H-].[Na+].[C:3](=[N:6][OH:7])([NH2:5])[CH3:4].CO[C:10]([C:12]1[O:27][C:15]2=[CH:16][CH:17]=[C:18]3[C:22]([N:21]([CH2:23][C@@H:24]([NH2:26])[CH3:25])[N:20]=[CH:19]3)=[C:14]2[CH:13]=1)=O.[C:28]([OH:35])(=[O:34])/[CH:29]=[CH:30]/[C:31]([OH:33])=[O:32].